From a dataset of Forward reaction prediction with 1.9M reactions from USPTO patents (1976-2016). Predict the product of the given reaction. (1) Given the reactants [F:1][C:2]([F:18])([F:17])[C:3]1[O:7][N:6]=[C:5]([C:8]2[S:12][C:11]([C:13](Cl)=[O:14])=[CH:10][CH:9]=2)[C:4]=1[CH3:16].Cl.[NH:20]1[CH2:25][CH2:24][CH2:23][C@H:22]([CH2:26][OH:27])[CH2:21]1.C(N(CC)CC)C.C(Cl)(=O)C, predict the reaction product. The product is: [OH:27][CH2:26][C@H:22]1[CH2:23][CH2:24][CH2:25][N:20]([C:13]([C:11]2[S:12][C:8]([C:5]3[C:4]([CH3:16])=[C:3]([C:2]([F:18])([F:17])[F:1])[O:7][N:6]=3)=[CH:9][CH:10]=2)=[O:14])[CH2:21]1. (2) Given the reactants [NH2:1][C:2]1[CH:23]=[CH:22][C:5]([O:6][CH2:7][CH2:8][C:9]2[N:10]=[C:11]([NH:14][C:15](=[O:21])[O:16][C:17]([CH3:20])([CH3:19])[CH3:18])[S:12][CH:13]=2)=[CH:4][CH:3]=1.[CH:24]([O:27][C:28]1[CH:36]=[C:35]([CH3:37])[CH:34]=[CH:33][C:29]=1[C:30](O)=[O:31])([CH3:26])[CH3:25].ON1C2C=CC=CC=2N=N1.Cl.CN(C)CCCN=C=NCC, predict the reaction product. The product is: [CH:24]([O:27][C:28]1[CH:36]=[C:35]([CH3:37])[CH:34]=[CH:33][C:29]=1[C:30]([NH:1][C:2]1[CH:23]=[CH:22][C:5]([O:6][CH2:7][CH2:8][C:9]2[N:10]=[C:11]([NH:14][C:15](=[O:21])[O:16][C:17]([CH3:20])([CH3:18])[CH3:19])[S:12][CH:13]=2)=[CH:4][CH:3]=1)=[O:31])([CH3:26])[CH3:25]. (3) Given the reactants [NH2:1][C:2]1[S:3][CH:4]=[C:5]([C:7]2[CH:16]=[CH:15][C:14]3[C:9](=[CH:10][CH:11]=[CH:12][CH:13]=3)[CH:8]=2)[N:6]=1.Cl[C:18]([C:20]1[C:21]([C:25]([O:27]C)=[O:26])=[N:22][NH:23][N:24]=1)=[O:19].[OH-].[Li+], predict the reaction product. The product is: [CH:8]1[C:9]2[C:14](=[CH:13][CH:12]=[CH:11][CH:10]=2)[CH:15]=[CH:16][C:7]=1[C:5]1[N:6]=[C:2]([NH:1][C:18]([C:20]2[C:21]([C:25]([OH:27])=[O:26])=[N:22][NH:23][N:24]=2)=[O:19])[S:3][CH:4]=1.